This data is from Catalyst prediction with 721,799 reactions and 888 catalyst types from USPTO. The task is: Predict which catalyst facilitates the given reaction. (1) Reactant: FC(F)(F)C([NH:5][CH:6]1[CH2:15][CH2:14][C:13]2[C:8](=[CH:9][C:10]([NH:16][C:17]3[N:22]=[C:21]([C:23]4[C:24]([C:32]5[CH:37]=[CH:36][CH:35]=[C:34]([NH:38][C:39](=[O:46])[CH2:40][C:41]6[S:42][CH:43]=[CH:44][CH:45]=6)[CH:33]=5)=[N:25][N:26]5[CH:31]=[CH:30][CH:29]=[CH:28][C:27]=45)[CH:20]=[CH:19][N:18]=3)=[CH:11][CH:12]=2)[CH2:7]1)=O.[Li+].[OH-]. Product: [NH2:5][CH:6]1[CH2:7][C:8]2[CH:9]=[C:10]([NH:16][C:17]3[N:22]=[C:21]([C:23]4[C:24]([C:32]5[CH:33]=[C:34]([NH:38][C:39](=[O:46])[CH2:40][C:41]6[S:42][CH:43]=[CH:44][CH:45]=6)[CH:35]=[CH:36][CH:37]=5)=[N:25][N:26]5[CH:31]=[CH:30][CH:29]=[CH:28][C:27]=45)[CH:20]=[CH:19][N:18]=3)[CH:11]=[CH:12][C:13]=2[CH2:14][CH2:15]1. The catalyst class is: 5. (2) Reactant: [C:1]([NH:4][C:5]([NH:7][C:8](=[O:16])[C:9]1[CH:14]=[CH:13][C:12]([Cl:15])=[CH:11][CH:10]=1)=[S:6])(=[O:3])[NH2:2].BrBr.O.CO. Product: [Cl:15][C:12]1[CH:13]=[CH:14][C:9]([C:8]([NH:7][C:5]2[S:6][NH:2][C:1](=[O:3])[N:4]=2)=[O:16])=[CH:10][CH:11]=1. The catalyst class is: 13. (3) Reactant: [Br:1][C:2]1[CH:3]=[C:4]([N+:9]([O-:11])=[O:10])[C:5](Cl)=[N:6][CH:7]=1.[CH3:12][CH:13]([NH2:15])[CH3:14].C(N(CC)CC)C. Product: [Br:1][C:2]1[CH:3]=[C:4]([N+:9]([O-:11])=[O:10])[C:5]([NH:15][CH:13]([CH3:14])[CH3:12])=[N:6][CH:7]=1. The catalyst class is: 1. (4) Reactant: [OH:1][C:2]1[CH:10]=[CH:9][C:5]([C:6](O)=[O:7])=[CH:4][CH:3]=1. Product: [OH:1][C:2]1[CH:10]=[CH:9][C:5]([CH:6]=[O:7])=[CH:4][CH:3]=1. The catalyst class is: 801. (5) Reactant: [CH2:1]([O:9][CH2:10][CH2:11][C:12]([OH:14])=O)[CH2:2][C:3]1[CH:8]=[CH:7][CH:6]=[CH:5][CH:4]=1.[C:15](Cl)(=[O:19])[C:16](Cl)=O.[CH3:21][N:22]([CH3:25])C=O. Product: [CH3:6][CH2:5][CH2:4][CH:3]([CH3:8])[CH3:2].[CH2:1]([O:9][CH:10]([O:19][CH2:15][CH3:16])[CH2:25][N:22]([C:21]1[CH:7]=[CH:8][CH:3]=[CH:4][CH:5]=1)[C:12](=[O:14])[CH2:11][CH2:10][O:9][CH2:1][CH2:2][C:3]1[CH:4]=[CH:5][CH:6]=[CH:7][CH:8]=1)[CH3:2]. The catalyst class is: 4. (6) Reactant: [CH3:1][C:2]1[C:3]([CH2:14][S@:15]([C:17]2[NH:18][C:19]3[CH:25]=[CH:24][CH:23]=[CH:22][C:20]=3[N:21]=2)=[O:16])=[N:4][CH:5]=[CH:6][C:7]=1[O:8][CH2:9][C:10]([F:13])([F:12])[F:11].[C:26](=[O:29])([O-:28])[O-:27].[Cs+].[Cs+].C(O[CH2:36][CH3:37])(=O)C. Product: [C:26](=[O:28])([O:27][CH:36]([N:21]1[C:20]2[CH:22]=[CH:23][CH:24]=[CH:25][C:19]=2[N:18]=[C:17]1[S@@:15]([CH2:14][C:3]1[C:2]([CH3:1])=[C:7]([O:8][CH2:9][C:10]([F:13])([F:11])[F:12])[CH:6]=[CH:5][N:4]=1)=[O:16])[CH3:37])[O:29][CH:19]1[CH2:25][CH2:24][CH2:23][CH2:22][CH2:20]1. The catalyst class is: 21. (7) Reactant: CCN(C(C)C)C(C)C.[CH3:10][C:11]([O:14][C:15]([NH:17][C@H:18]([C:27]([OH:29])=O)[CH2:19][CH2:20][C:21]1[CH:26]=[CH:25][CH:24]=[CH:23][CH:22]=1)=[O:16])([CH3:13])[CH3:12].[NH2:30][C@H:31]([C:36]([O:38][CH2:39][C:40]1[CH:45]=[CH:44][CH:43]=[CH:42][CH:41]=1)=[O:37])[CH2:32][CH:33]([CH3:35])[CH3:34].CC1C=CC(S(O)(=O)=O)=CC=1.CN(C(ON1N=NC2C=CC=NC1=2)=[N+](C)C)C.F[P-](F)(F)(F)(F)F.Cl. Product: [C:11]([O:14][C:15]([NH:17][C@@H:18]([CH2:19][CH2:20][C:21]1[CH:22]=[CH:23][CH:24]=[CH:25][CH:26]=1)[C:27]([NH:30][C@@H:31]([CH2:32][CH:33]([CH3:35])[CH3:34])[C:36]([O:38][CH2:39][C:40]1[CH:45]=[CH:44][CH:43]=[CH:42][CH:41]=1)=[O:37])=[O:29])=[O:16])([CH3:10])([CH3:12])[CH3:13]. The catalyst class is: 2. (8) Reactant: [CH3:1][O:2][C:3](=[O:28])[CH2:4][CH2:5][C:6]12[CH2:13][CH2:12][C:9]([C:14]3[NH:22][C:21]4[C:20](=[S:23])[NH:19][C:18](=[O:24])[N:17]([CH2:25][CH2:26][CH3:27])[C:16]=4[N:15]=3)([CH2:10][CH2:11]1)[CH2:8][CH2:7]2.[OH-].[Na+].[CH3:31]CO. Product: [CH3:1][O:2][C:3](=[O:28])[CH2:4][CH2:5][C:6]12[CH2:7][CH2:8][C:9]([C:14]3[NH:22][C:21]4[C:20]([S:23][CH3:31])=[N:19][C:18](=[O:24])[N:17]([CH2:25][CH2:26][CH3:27])[C:16]=4[N:15]=3)([CH2:10][CH2:11]1)[CH2:12][CH2:13]2. The catalyst class is: 6. (9) Reactant: [Cl:1][C:2]1[N:7]=[C:6]([C:8]2[CH:9]=[C:10]([C:15]([F:18])([F:17])[F:16])[C:11]([NH2:14])=[N:12][CH:13]=2)[CH:5]=[C:4](Cl)[N:3]=1.Cl.[C@H:21]12[CH2:27][C@H:24]([NH:25][CH2:26]1)[CH2:23][N:22]2[C:28]([O:30][C:31]([CH3:34])([CH3:33])[CH3:32])=[O:29].C(N(C(C)C)C(C)C)C.O. Product: [NH2:14][C:11]1[N:12]=[CH:13][C:8]([C:6]2[N:7]=[C:2]([Cl:1])[N:3]=[C:4]([N:25]3[CH2:26][C@@H:21]4[CH2:27][C@H:24]3[CH2:23][N:22]4[C:28]([O:30][C:31]([CH3:34])([CH3:33])[CH3:32])=[O:29])[CH:5]=2)=[CH:9][C:10]=1[C:15]([F:18])([F:17])[F:16]. The catalyst class is: 7. (10) Reactant: [CH3:1][C:2]1[NH:6][C:5]([C:7]([O:9][CH2:10][CH3:11])=[O:8])=[CH:4][CH:3]=1.Br[CH2:13][CH:14]1[CH2:19][CH2:18][CH2:17][CH2:16][CH2:15]1.C([O-])([O-])=O.[K+].[K+].[H-].[Na+]. Product: [CH:14]1([CH2:13][N:6]2[C:2]([CH3:1])=[CH:3][CH:4]=[C:5]2[C:7]([O:9][CH2:10][CH3:11])=[O:8])[CH2:19][CH2:18][CH2:17][CH2:16][CH2:15]1. The catalyst class is: 3.